This data is from NCI-60 drug combinations with 297,098 pairs across 59 cell lines. The task is: Regression. Given two drug SMILES strings and cell line genomic features, predict the synergy score measuring deviation from expected non-interaction effect. Drug 1: CCN(CC)CCNC(=O)C1=C(NC(=C1C)C=C2C3=C(C=CC(=C3)F)NC2=O)C. Drug 2: CC(C)(C#N)C1=CC(=CC(=C1)CN2C=NC=N2)C(C)(C)C#N. Cell line: SF-295. Synergy scores: CSS=-1.73, Synergy_ZIP=1.09, Synergy_Bliss=1.24, Synergy_Loewe=-2.88, Synergy_HSA=-3.42.